Predict the reactants needed to synthesize the given product. From a dataset of Full USPTO retrosynthesis dataset with 1.9M reactions from patents (1976-2016). (1) Given the product [O:1]([C:8]1[CH:9]=[C:10]([O:18][S:30]([C:29]([F:42])([F:41])[F:28])(=[O:32])=[O:31])[CH:11]=[C:12]([C:14]([F:15])([F:16])[F:17])[CH:13]=1)[C:2]1[CH:3]=[CH:4][CH:5]=[CH:6][CH:7]=1, predict the reactants needed to synthesize it. The reactants are: [O:1]([C:8]1[CH:9]=[C:10]([OH:18])[CH:11]=[C:12]([C:14]([F:17])([F:16])[F:15])[CH:13]=1)[C:2]1[CH:7]=[CH:6][CH:5]=[CH:4][CH:3]=1.CCN(C(C)C)C(C)C.[F:28][C:29]([F:42])([F:41])[S:30](O[S:30]([C:29]([F:42])([F:41])[F:28])(=[O:32])=[O:31])(=[O:32])=[O:31].O. (2) Given the product [CH2:11]([O:13][CH:14]([O:17][CH2:18][CH3:19])[CH2:15][O:9][CH2:1][C:2]1[CH:3]=[CH:4][CH:5]=[CH:6][CH:7]=1)[CH3:12], predict the reactants needed to synthesize it. The reactants are: [C:1]([O-:9])(=O)[C:2]1[CH:7]=[CH:6][CH:5]=[CH:4][CH:3]=1.[Na+].[CH2:11]([O:13][CH:14]([O:17][CH2:18][CH3:19])[CH2:15]Br)[CH3:12].CN(C)C=O. (3) Given the product [OH:29][NH:28][C:13](=[O:14])[CH2:12][CH:11]([C:5]1[CH:6]=[CH:7][C:8]([O:9][CH3:10])=[C:3]([O:2][CH3:1])[CH:4]=1)[N:16]1[C:20](=[O:21])[C:19]2=[CH:22][CH:23]=[CH:24][CH:25]=[C:18]2[C:17]1=[O:26], predict the reactants needed to synthesize it. The reactants are: [CH3:1][O:2][C:3]1[CH:4]=[C:5]([CH:11]([N:16]2[C:20](=[O:21])[C:19]3=[CH:22][CH:23]=[CH:24][CH:25]=[C:18]3[C:17]2=[O:26])[CH2:12][C:13](O)=[O:14])[CH:6]=[CH:7][C:8]=1[O:9][CH3:10].Cl.[NH2:28][OH:29].